Dataset: Peptide-MHC class I binding affinity with 185,985 pairs from IEDB/IMGT. Task: Regression. Given a peptide amino acid sequence and an MHC pseudo amino acid sequence, predict their binding affinity value. This is MHC class I binding data. (1) The peptide sequence is FRVVKPNSF. The MHC is HLA-A32:01 with pseudo-sequence HLA-A32:01. The binding affinity (normalized) is 0.130. (2) The peptide sequence is VTYTEIEPK. The MHC is HLA-A68:01 with pseudo-sequence HLA-A68:01. The binding affinity (normalized) is 0.539.